Dataset: Full USPTO retrosynthesis dataset with 1.9M reactions from patents (1976-2016). Task: Predict the reactants needed to synthesize the given product. (1) Given the product [O:45]1[C:21]2[CH:20]=[CH:19][CH:18]=[CH:17][C:16]=2[N:15]=[C:14]1[NH:13][C@@H:9]1[CH2:10][CH2:11][CH2:12][C@@H:8]1[NH:7][C:5](=[O:6])[C:4]1[C:24]([O:28][CH3:29])=[CH:25][CH:26]=[CH:27][C:3]=1[O:2][CH3:1], predict the reactants needed to synthesize it. The reactants are: [CH3:1][O:2][C:3]1[CH:27]=[CH:26][CH:25]=[C:24]([O:28][CH3:29])[C:4]=1[C:5]([NH:7][C@H:8]1[CH2:12][CH2:11][CH2:10][C@H:9]1[NH:13][C:14]1C=N[C:21]2[C:16](=[CH:17][CH:18]=[CH:19][CH:20]=2)[N:15]=1)=[O:6].Cl.N[C@@H]1CCC[C@@H]1NC(=O)C1C([O:45]C)=CC=CC=1OC.ClC1OC2C=CC=CC=2N=1. (2) Given the product [NH2:31][C@H:26]([CH2:25][C:24]#[C:23][C:20]1[CH:19]=[C:18]([C:39]2[CH:44]=[CH:43][C:42]([F:45])=[CH:41][C:40]=2[CH3:46])[C:17]([N:16]([C:14](=[O:15])[C:13]([C:5]2[CH:4]=[C:3]([C:2]([F:50])([F:51])[F:1])[CH:8]=[C:7]([C:9]([F:11])([F:10])[F:12])[CH:6]=2)([CH3:48])[CH3:49])[CH3:47])=[CH:22][N:21]=1)[C:27]([O:29][CH3:30])=[O:28], predict the reactants needed to synthesize it. The reactants are: [F:1][C:2]([F:51])([F:50])[C:3]1[CH:4]=[C:5]([C:13]([CH3:49])([CH3:48])[C:14]([N:16]([CH3:47])[C:17]2[C:18]([C:39]3[CH:44]=[CH:43][C:42]([F:45])=[CH:41][C:40]=3[CH3:46])=[CH:19][C:20]([C:23]#[C:24][CH2:25][C@@H:26]([NH:31]C(OC(C)(C)C)=O)[C:27]([O:29][CH3:30])=[O:28])=[N:21][CH:22]=2)=[O:15])[CH:6]=[C:7]([C:9]([F:12])([F:11])[F:10])[CH:8]=1.C(O)(C(F)(F)F)=O. (3) The reactants are: [N:1]1[O:5][N:4]=[C:3]2[CH:6]=[C:7]([C:10]([OH:12])=O)[CH:8]=[CH:9][C:2]=12.[C:13]([C:20]1[NH:21][CH:22]=[CH:23]N=1)([C:15]1NC=CN=1)=O.N1CCCCC1. Given the product [N:1]1[O:5][N:4]=[C:3]2[CH:6]=[C:7]([C:10]([N:21]3[CH2:20][CH2:13][CH2:15][CH2:23][CH2:22]3)=[O:12])[CH:8]=[CH:9][C:2]=12, predict the reactants needed to synthesize it.